Task: Predict the reactants needed to synthesize the given product.. Dataset: Full USPTO retrosynthesis dataset with 1.9M reactions from patents (1976-2016) (1) Given the product [CH2:18]([O:16][C:14]1[CH:13]=[C:10]([CH:9]=[C:8]([O:4][CH2:1][CH2:18][CH2:19][CH2:20][CH2:21][CH2:22][CH2:23][CH2:24][CH2:25][CH3:26])[CH:15]=1)[CH2:11][OH:12])[CH2:19][CH2:20][CH2:21][CH2:22][CH2:23][CH2:24][CH2:25][CH2:26][CH3:27], predict the reactants needed to synthesize it. The reactants are: [C:1](=[O:4])([O-])[O-].[K+].[K+].O[C:8]1[CH:9]=[C:10]([CH:13]=[C:14]([OH:16])[CH:15]=1)[CH2:11][OH:12].Br[CH2:18][CH2:19][CH2:20][CH2:21][CH2:22][CH2:23][CH2:24][CH2:25][CH2:26][CH3:27]. (2) Given the product [Br:1][C:2]1[C:7]([F:8])=[C:6]([C:17]2[CH:18]=[N:19][C:20]([C:23]([F:26])([F:25])[F:24])=[N:21][CH:22]=2)[CH:5]=[C:4]([CH3:10])[N:3]=1, predict the reactants needed to synthesize it. The reactants are: [Br:1][C:2]1[C:7]([F:8])=[C:6](I)[CH:5]=[C:4]([CH3:10])[N:3]=1.CC1(C)OB([C:17]2[CH:18]=[N:19][C:20]([C:23]([F:26])([F:25])[F:24])=[N:21][CH:22]=2)OC1(C)C.C(=O)([O-])[O-].[K+].[K+].COCCOC.